Dataset: Full USPTO retrosynthesis dataset with 1.9M reactions from patents (1976-2016). Task: Predict the reactants needed to synthesize the given product. (1) Given the product [CH3:1][CH:2]1[CH2:7][CH2:6][N:5]([C:8]2[C:13]([CH2:14][NH:15][C:16](=[O:28])[CH:17]([C:19]3[CH:20]=[CH:21][C:22]([C:25]([NH:37][C:38]4[CH:43]=[CH:42][CH:41]=[CH:40][CH:39]=4)=[O:26])=[N:23][CH:24]=3)[CH3:18])=[CH:12][CH:11]=[C:10]([C:29]([F:30])([F:31])[F:32])[N:9]=2)[CH2:4][CH2:3]1, predict the reactants needed to synthesize it. The reactants are: [CH3:1][CH:2]1[CH2:7][CH2:6][N:5]([C:8]2[C:13]([CH2:14][NH:15][C:16](=[O:28])[CH:17]([C:19]3[CH:20]=[CH:21][C:22]([C:25](O)=[O:26])=[N:23][CH:24]=3)[CH3:18])=[CH:12][CH:11]=[C:10]([C:29]([F:32])([F:31])[F:30])[N:9]=2)[CH2:4][CH2:3]1.S(Cl)(Cl)=O.[NH2:37][C:38]1[CH:43]=[CH:42][CH:41]=[CH:40][CH:39]=1.C(N(CC)CC)C. (2) Given the product [C:43]1([CH:58]([C:52]2[CH:57]=[CH:56][CH:55]=[CH:54][CH:53]=2)[CH2:48][CH2:49][O:19][C:17](=[O:18])[C:16]2[C:15]([C:34]3[CH:37]=[CH:38][C:39]([CH3:41])=[CH:40][C:33]=3[CH3:32])=[C:14]([C:6]([N:8]3[CH2:9][CH2:10][NH:11][CH2:12][CH2:13]3)=[O:7])[C:23]([CH3:24])=[N:22][C:25]=2[CH3:26])[CH:27]=[CH:47][CH:46]=[CH:45][CH:44]=1, predict the reactants needed to synthesize it. The reactants are: C(O[C:6]([N:8]1[CH2:13][CH2:12][NH:11][CH2:10][CH2:9]1)=[O:7])(C)(C)C.[CH2:14]=[C:15]1[O:19][C:17](=[O:18])[CH2:16]1.C([N:22]([CH2:25][CH3:26])[CH2:23][CH3:24])C.[C:27](=O)([O-])O.[Na+].[CH3:32][C:33]1[CH:40]=[C:39]([CH3:41])[CH:38]=[CH:37][C:34]=1C=O.N1[CH2:47][CH2:46][CH2:45][CH2:44][CH2:43]1.[C:48](O)(=O)[CH3:49].[C:52]1([CH3:58])[CH:57]=[CH:56][CH:55]=[CH:54][CH:53]=1. (3) Given the product [C:1]([O:5][C:6]([N:8]1[CH2:13][C:12](=[O:14])[N:11]([C:18]2[CH:27]=[CH:26][C:21]([C:22]([O:24][CH3:25])=[O:23])=[CH:20][CH:19]=2)[C@@H:10]([CH2:15][OH:16])[CH2:9]1)=[O:7])([CH3:4])([CH3:3])[CH3:2], predict the reactants needed to synthesize it. The reactants are: [C:1]([O:5][C:6]([N:8]1[CH2:13][C:12](=[O:14])[NH:11][C@@H:10]([CH2:15][OH:16])[CH2:9]1)=[O:7])([CH3:4])([CH3:3])[CH3:2].I[C:18]1[CH:27]=[CH:26][C:21]([C:22]([O:24][CH3:25])=[O:23])=[CH:20][CH:19]=1. (4) Given the product [I:16][C:17]1[CH:18]=[C:19]([C:23](=[O:28])[CH2:24][C:25]([NH:15][C:5]2[CH:6]=[CH:7][C:8]([N:10]3[CH:14]=[CH:13][CH:12]=[CH:11]3)=[CH:9][C:4]=2[N+:1]([O-:3])=[O:2])=[O:26])[CH:20]=[CH:21][CH:22]=1, predict the reactants needed to synthesize it. The reactants are: [N+:1]([C:4]1[CH:9]=[C:8]([N:10]2[CH:14]=[CH:13][CH:12]=[CH:11]2)[CH:7]=[CH:6][C:5]=1[NH2:15])([O-:3])=[O:2].[I:16][C:17]1[CH:18]=[C:19]([C:23]2[O:28]C(C)(C)[O:26][C:25](=O)[CH:24]=2)[CH:20]=[CH:21][CH:22]=1. (5) Given the product [F:28][C:27]([F:30])([F:29])[C:9]1[NH:8][C:3]2=[N:4][CH:5]=[CH:6][CH:7]=[C:2]2[CH:1]=1, predict the reactants needed to synthesize it. The reactants are: [CH3:1][C:2]1[C:3]([NH:8][C:9](=O)OC(C)(C)C)=[N:4][CH:5]=[CH:6][CH:7]=1.[Li].C1CCCCC1.CON(C)C(=O)[C:27]([F:30])([F:29])[F:28].Cl. (6) Given the product [NH2:22][CH2:14][CH2:13][CH2:12][N:11]1[CH:6]=[CH:5][N:9]=[CH:10]1, predict the reactants needed to synthesize it. The reactants are: C(C1C=[C:5]([NH:9][C:10]2C([N+]([O-])=O)=[CH:14][CH:13]=[C:12](Cl)[N:11]=2)[CH:6]=CC=1)#N.C([N:22](CC)CC)C.